Predict the product of the given reaction. From a dataset of Forward reaction prediction with 1.9M reactions from USPTO patents (1976-2016). (1) Given the reactants [Cl:1][C:2]1[CH:10]=[C:9]2[C:5]([CH:6]=[CH:7][NH:8]2)=[CH:4][CH:3]=1.I[C:12]1[CH:17]=[CH:16][C:15]([N+:18]([O-:20])=[O:19])=[CH:14][CH:13]=1, predict the reaction product. The product is: [Cl:1][C:2]1[CH:10]=[C:9]2[C:5]([CH:6]=[CH:7][N:8]2[C:12]2[CH:17]=[CH:16][C:15]([N+:18]([O-:20])=[O:19])=[CH:14][CH:13]=2)=[CH:4][CH:3]=1. (2) Given the reactants [Cl:1][C:2]1[CH:3]=[C:4]([NH:12][C:13]2[C:18]([C:19]#[N:20])=[CH:17][N:16]=[CH:15][C:14]=2I)[C:5]([CH3:11])=[C:6]2[C:10]=1[NH:9][CH:8]=[CH:7]2.C([Sn](CCCC)(CCCC)[C:27]1[O:28][C:29]2[CH:35]=[CH:34][C:33]([CH:36]=[O:37])=[CH:32][C:30]=2[CH:31]=1)CCC.C(OCC)(=O)C, predict the reaction product. The product is: [Cl:1][C:2]1[CH:3]=[C:4]([NH:12][C:13]2[C:18]([C:19]#[N:20])=[CH:17][N:16]=[CH:15][C:14]=2[C:27]2[O:28][C:29]3[CH:35]=[CH:34][C:33]([CH:36]=[O:37])=[CH:32][C:30]=3[CH:31]=2)[C:5]([CH3:11])=[C:6]2[C:10]=1[NH:9][CH:8]=[CH:7]2. (3) Given the reactants [CH:1]([N:4]([CH3:28])[C:5]1[C:6]([C:19]2[C:20]([C:24]([F:27])([F:26])[F:25])=[N:21][NH:22][CH:23]=2)=[N:7][C:8]2[C:13]([N:14]=1)=[CH:12][C:11]([C:15]([O:17]C)=[O:16])=[CH:10][CH:9]=2)([CH3:3])[CH3:2].[OH-].[Na+].O, predict the reaction product. The product is: [CH:1]([N:4]([CH3:28])[C:5]1[C:6]([C:19]2[C:20]([C:24]([F:25])([F:26])[F:27])=[N:21][NH:22][CH:23]=2)=[N:7][C:8]2[C:13]([N:14]=1)=[CH:12][C:11]([C:15]([OH:17])=[O:16])=[CH:10][CH:9]=2)([CH3:3])[CH3:2]. (4) Given the reactants CC1(C)[O:6][C@H:5]([CH2:7][O:8][NH:9][C:10]([C:12]2[CH:13]=[CH:14][C:15]3[N:16]([CH:27]=[N:28][CH:29]=3)[C:17]=2[NH:18][C:19]2[CH:24]=[CH:23][C:22]([I:25])=[CH:21][C:20]=2[F:26])=[O:11])[CH2:4][O:3]1.CCN(CC)CC.C(#N)C.O, predict the reaction product. The product is: [OH:6][C@H:5]([CH2:4][OH:3])[CH2:7][O:8][NH:9][C:10]([C:12]1[CH:13]=[CH:14][C:15]2[N:16]([CH:27]=[N:28][CH:29]=2)[C:17]=1[NH:18][C:19]1[CH:24]=[CH:23][C:22]([I:25])=[CH:21][C:20]=1[F:26])=[O:11].